Predict the reactants needed to synthesize the given product. From a dataset of Full USPTO retrosynthesis dataset with 1.9M reactions from patents (1976-2016). The reactants are: C(OC1C=CC(N2CCNCC2)=CC=1F)C1C=CC=CC=1.C(Br)CCCCCCC.[F:31][C:32]1[CH:37]=[C:36]([O:38][CH3:39])[C:35]([F:40])=[CH:34][C:33]=1[N:41]1[CH2:46][CH2:45][NH:44][CH2:43][CH2:42]1.[CH:47]1([CH2:53][CH2:54][CH2:55]Cl)[CH2:52][CH2:51][CH2:50][CH2:49][CH2:48]1. Given the product [CH:47]1([CH2:53][CH2:54][CH2:55][N:44]2[CH2:45][CH2:46][N:41]([C:33]3[CH:34]=[C:35]([F:40])[C:36]([O:38][CH3:39])=[CH:37][C:32]=3[F:31])[CH2:42][CH2:43]2)[CH2:52][CH2:51][CH2:50][CH2:49][CH2:48]1, predict the reactants needed to synthesize it.